This data is from Forward reaction prediction with 1.9M reactions from USPTO patents (1976-2016). The task is: Predict the product of the given reaction. (1) The product is: [NH2:8][C:7]1[N:19]([C:13]2[C:12]([Cl:11])=[CH:17][C:16]([Cl:18])=[CH:15][N:14]=2)[N:20]=[C:2]([CH:3]([CH3:5])[CH3:4])[C:6]=1[C:9]#[N:10]. Given the reactants Cl[C:2](=[C:6]([C:9]#[N:10])[C:7]#[N:8])[CH:3]([CH3:5])[CH3:4].[Cl:11][C:12]1[C:13]([NH:19][NH2:20])=[N:14][CH:15]=[C:16]([Cl:18])[CH:17]=1.C(N(CC)CC)C, predict the reaction product. (2) Given the reactants [CH3:1][N:2]1[C:6]([NH:7][C:8](=[O:12])[CH:9]([CH3:11])[CH3:10])=[CH:5][C:4]([C:13]2[CH:14]=[N:15][CH:16]=[CH:17][CH:18]=2)=[N:3]1.[H-].[Na+].I[CH2:22][CH3:23].O, predict the reaction product. The product is: [CH2:22]([N:7]([C:6]1[N:2]([CH3:1])[N:3]=[C:4]([C:13]2[CH:14]=[N:15][CH:16]=[CH:17][CH:18]=2)[CH:5]=1)[C:8](=[O:12])[CH:9]([CH3:11])[CH3:10])[CH3:23]. (3) Given the reactants CC(O)(C)C.[K].[Br:7][C:8]1[CH:13]=[CH:12][C:11]([NH:14][C:15](=[O:17])[CH3:16])=[C:10]([C:18]([C:20]2[CH:21]=[N:22][CH:23]=[CH:24][CH:25]=2)=O)[CH:9]=1, predict the reaction product. The product is: [Br:7][C:8]1[CH:9]=[C:10]2[C:11](=[CH:12][CH:13]=1)[NH:14][C:15](=[O:17])[CH:16]=[C:18]2[C:20]1[CH:21]=[N:22][CH:23]=[CH:24][CH:25]=1. (4) Given the reactants [C:1]([O:5][C:6]([N:8]1[CH2:12][C@H:11]([CH:13]=O)[C@@H:10]([CH2:15][C:16]2[CH:21]=[CH:20][CH:19]=[CH:18][CH:17]=2)[CH2:9]1)=[O:7])([CH3:4])([CH3:3])[CH3:2].[CH:22]([NH2:25])([CH3:24])[CH3:23].C(O[BH-](OC(=O)C)OC(=O)C)(=O)C.[Na+], predict the reaction product. The product is: [C:1]([O:5][C:6]([N:8]1[CH2:12][C@H:11]([CH2:13][NH:25][CH:22]([CH3:24])[CH3:23])[C@@H:10]([CH2:15][C:16]2[CH:21]=[CH:20][CH:19]=[CH:18][CH:17]=2)[CH2:9]1)=[O:7])([CH3:4])([CH3:3])[CH3:2].